The task is: Predict which catalyst facilitates the given reaction.. This data is from Catalyst prediction with 721,799 reactions and 888 catalyst types from USPTO. (1) Reactant: C(OC([N:8]1[C:16]2[CH2:15][CH2:14][N:13]([C:17]3[N:18]([CH2:27][CH3:28])[N:19]=[C:20]([C:22]4([O:25][CH3:26])[CH2:24][CH2:23]4)[CH:21]=3)[CH2:12][C:11]=2[CH:10]=[C:9]1[C:29]1[C:34]([F:35])=[CH:33][CH:32]=[CH:31][C:30]=1[F:36])=O)(C)(C)C.C([O-])([O-])=O.[K+].[K+]. Product: [F:35][C:34]1[CH:33]=[CH:32][CH:31]=[C:30]([F:36])[C:29]=1[C:9]1[NH:8][C:16]2[CH2:15][CH2:14][N:13]([C:17]3[N:18]([CH2:27][CH3:28])[N:19]=[C:20]([C:22]4([O:25][CH3:26])[CH2:23][CH2:24]4)[CH:21]=3)[CH2:12][C:11]=2[CH:10]=1. The catalyst class is: 5. (2) Reactant: Br.[Cl:2][C:3]1[CH:8]=[C:7]([C:9]2[CH:14]=[CH:13][C:12]([OH:15])=[CH:11][CH:10]=2)[CH:6]=[CH:5][N:4]=1.C(=O)([O-])[O-].[K+].[K+].Cl.CS(O[CH2:28][CH2:29][CH2:30][N:31]1[CH2:36][CH2:35][CH2:34][C@H:33]([CH3:37])[CH2:32]1)(=O)=O. Product: [Cl:2][C:3]1[CH:8]=[C:7]([C:9]2[CH:10]=[CH:11][C:12]([O:15][CH2:28][CH2:29][CH2:30][N:31]3[CH2:36][CH2:35][CH2:34][C@H:33]([CH3:37])[CH2:32]3)=[CH:13][CH:14]=2)[CH:6]=[CH:5][N:4]=1. The catalyst class is: 9.